From a dataset of Catalyst prediction with 721,799 reactions and 888 catalyst types from USPTO. Predict which catalyst facilitates the given reaction. Reactant: [CH3:1][C:2]1([CH3:23])[CH2:11][C:10]([CH3:13])([CH3:12])[C:9]2[C:4](=[CH:5][CH:6]=[C:7]([CH:14]([CH2:18][CH2:19][CH2:20][CH2:21][CH3:22])[C:15](O)=[O:16])[CH:8]=2)[O:3]1.B.C1COCC1. Product: [CH3:1][C:2]1([CH3:23])[CH2:11][C:10]([CH3:12])([CH3:13])[C:9]2[C:4](=[CH:5][CH:6]=[C:7]([CH:14]([CH2:18][CH2:19][CH2:20][CH2:21][CH3:22])[CH2:15][OH:16])[CH:8]=2)[O:3]1. The catalyst class is: 1.